Dataset: Peptide-MHC class I binding affinity with 185,985 pairs from IEDB/IMGT. Task: Regression. Given a peptide amino acid sequence and an MHC pseudo amino acid sequence, predict their binding affinity value. This is MHC class I binding data. (1) The peptide sequence is HIGPGRAFY. The MHC is HLA-A29:02 with pseudo-sequence HLA-A29:02. The binding affinity (normalized) is 0.790. (2) The MHC is HLA-A02:02 with pseudo-sequence HLA-A02:02. The binding affinity (normalized) is 0.733. The peptide sequence is YIVAYQATV. (3) The peptide sequence is ALDISFTGA. The MHC is HLA-B15:01 with pseudo-sequence HLA-B15:01. The binding affinity (normalized) is 0.0847. (4) The peptide sequence is GLYRLNFRR. The MHC is HLA-B08:03 with pseudo-sequence HLA-B08:03. The binding affinity (normalized) is 0.0847.